From a dataset of Full USPTO retrosynthesis dataset with 1.9M reactions from patents (1976-2016). Predict the reactants needed to synthesize the given product. Given the product [CH3:1][C:2]1[CH:7]=[CH:6][C:5]([S:8][C:9]2[CH:10]=[CH:11][C:12]([O:15][S:32]([CH2:30][CH3:31])(=[O:34])=[O:33])=[CH:13][CH:14]=2)=[C:4]([NH:16][C:17]2[C:26]3[C:21](=[N:22][C:23]([CH2:27][CH2:28][CH3:29])=[CH:24][CH:25]=3)[N:20]=[CH:19][CH:18]=2)[CH:3]=1, predict the reactants needed to synthesize it. The reactants are: [CH3:1][C:2]1[CH:7]=[CH:6][C:5]([S:8][C:9]2[CH:14]=[CH:13][C:12]([OH:15])=[CH:11][CH:10]=2)=[C:4]([NH:16][C:17]2[C:26]3[C:21](=[N:22][C:23]([CH2:27][CH2:28][CH3:29])=[CH:24][CH:25]=3)[N:20]=[CH:19][CH:18]=2)[CH:3]=1.[CH2:30]([S:32](Cl)(=[O:34])=[O:33])[CH3:31].C(N(CC)C(C)C)(C)C.